Dataset: Forward reaction prediction with 1.9M reactions from USPTO patents (1976-2016). Task: Predict the product of the given reaction. (1) Given the reactants [CH2:1]([NH2:8])[C:2]1[CH:7]=[CH:6][CH:5]=[CH:4][CH:3]=1.C(N(CC)CC)C.[F:16][C:17]1[CH:22]=[C:21]([S:23][C:24]([F:27])([F:26])[F:25])[CH:20]=[CH:19][C:18]=1[N:28]([CH3:32])[C:29](Cl)=[O:30], predict the reaction product. The product is: [CH2:1]([NH:8][C:29](=[O:30])[N:28]([C:18]1[CH:19]=[CH:20][C:21]([S:23][C:24]([F:25])([F:26])[F:27])=[CH:22][C:17]=1[F:16])[CH3:32])[C:2]1[CH:7]=[CH:6][CH:5]=[CH:4][CH:3]=1. (2) Given the reactants F[C:2]1[CH:7]=[CH:6][C:5]([N+:8]([O-:10])=[O:9])=[CH:4][CH:3]=1.[Br:11][C:12]1[NH:13][CH:14]=[CH:15][N:16]=1.C(=O)([O-])[O-].[K+].[K+], predict the reaction product. The product is: [Br:11][C:12]1[N:13]([C:2]2[CH:7]=[CH:6][C:5]([N+:8]([O-:10])=[O:9])=[CH:4][CH:3]=2)[CH:14]=[CH:15][N:16]=1. (3) Given the reactants [CH2:1]([C:8]1[S:12][C:11]2[CH:13]=[C:14]([O:17][CH3:18])[CH:15]=[CH:16][C:10]=2[C:9]=1[C:19]([C:21]1[CH:26]=[CH:25][C:24]([O:27][CH2:28][CH2:29][N:30]2[CH2:35][CH2:34][CH2:33][CH2:32][CH2:31]2)=[CH:23][CH:22]=1)=[O:20])[C:2]1[CH:7]=[CH:6][CH:5]=[CH:4][CH:3]=1.[H-].[H-].[H-].[H-].[Li+].[Al+3], predict the reaction product. The product is: [CH2:1]([C:8]1[S:12][C:11]2[CH:13]=[C:14]([O:17][CH3:18])[CH:15]=[CH:16][C:10]=2[C:9]=1[CH:19]([C:21]1[CH:22]=[CH:23][C:24]([O:27][CH2:28][CH2:29][N:30]2[CH2:35][CH2:34][CH2:33][CH2:32][CH2:31]2)=[CH:25][CH:26]=1)[OH:20])[C:2]1[CH:3]=[CH:4][CH:5]=[CH:6][CH:7]=1. (4) Given the reactants C[O:2][C:3]1[CH:8]=[CH:7][C:6]([C:9]([CH3:13])([CH3:12])[C:10]#[N:11])=[CH:5][CH:4]=1.B(Br)(Br)Br, predict the reaction product. The product is: [OH:2][C:3]1[CH:4]=[CH:5][C:6]([C:9]([CH3:13])([CH3:12])[C:10]#[N:11])=[CH:7][CH:8]=1. (5) Given the reactants Cl.[NH:2]1[CH2:7][CH2:6][C:5](=[O:8])[CH2:4][CH2:3]1.C(N(CC)CC)C.[C:16]1([C:22]#[C:23][C:24]2[S:25][C:26]([C:29](O)=[O:30])=[CH:27][N:28]=2)[CH:21]=[CH:20][CH:19]=[CH:18][CH:17]=1, predict the reaction product. The product is: [C:16]1([C:22]#[C:23][C:24]2[S:25][C:26]([C:29]([N:2]3[CH2:7][CH2:6][C:5](=[O:8])[CH2:4][CH2:3]3)=[O:30])=[CH:27][N:28]=2)[CH:21]=[CH:20][CH:19]=[CH:18][CH:17]=1. (6) Given the reactants [C:1]([CH2:3][CH2:4][O:5][CH2:6][O:7][C@@H:8]1[C@H:12]([OH:13])[C@@H:11]([CH2:14][OH:15])[O:10][C@H:9]1[N:16]1[CH:23]=[CH:22][C:20]([NH2:21])=[N:19][C:17]1=[O:18])#[N:2].N1[CH:29]=[CH:28]C=CC=1.[CH3:30][O:31][C:32]1[CH:53]=[CH:52][C:35]([C:36](Cl)([C:45]2[CH:50]=[CH:49][CH:48]=[CH:47][CH:46]=2)[C:37]2[CH:42]=[CH:41][C:40]([O:43][CH3:44])=[CH:39][CH:38]=2)=[CH:34][CH:33]=1.C[OH:55], predict the reaction product. The product is: [C:28]([NH:21][C:20]1[CH:22]=[CH:23][N:16]([C@@H:9]2[O:10][C@H:11]([CH2:14][O:15][C:36]([C:45]3[CH:50]=[CH:49][CH:48]=[CH:47][CH:46]=3)([C:37]3[CH:42]=[CH:41][C:40]([O:43][CH3:44])=[CH:39][CH:38]=3)[C:35]3[CH:52]=[CH:53][C:32]([O:31][CH3:30])=[CH:33][CH:34]=3)[C@@H:12]([OH:13])[C@H:8]2[O:7][CH2:6][O:5][CH2:4][CH2:3][C:1]#[N:2])[C:17](=[O:18])[N:19]=1)(=[O:55])[CH3:29]. (7) Given the reactants [ClH:1].S1C=CN=C1C(N)=N.C(=O)(O)[O-].[Na+].S1C=CN=C1C(N)=N.[F:23][C:24]1([F:50])[C:32]2([CH:37]([C:38]([O:40][CH3:41])=[O:39])[C:36](=O)[NH:35][C:34]([C:43]3[S:44][CH:45]=[CH:46][N:47]=3)=[N:33]2)[C:31]2[C:26](=[CH:27][C:28]([F:48])=[CH:29][CH:30]=2)[CH:25]1[F:49], predict the reaction product. The product is: [Cl:1][C:36]1[NH:35][C:34]([C:43]2[S:44][CH:45]=[CH:46][N:47]=2)=[N:33][C:32]2([C:31]3[C:26](=[CH:27][C:28]([F:48])=[CH:29][CH:30]=3)[CH:25]([F:49])[C:24]2([F:50])[F:23])[C:37]=1[C:38]([O:40][CH3:41])=[O:39]. (8) Given the reactants [F:1][C:2]1[CH:7]=[CH:6][C:5]([S:8]([NH:11][C:12]2[C:17]([C:18]([O:20][CH2:21][C:22]3[CH:27]=[CH:26][CH:25]=[CH:24][CH:23]=3)=[O:19])=[C:16]([CH3:28])[C:15]([CH:29]=[CH2:30])=[CH:14][CH:13]=2)(=[O:10])=[O:9])=[CH:4][CH:3]=1.[O:31]1CCOCC1, predict the reaction product. The product is: [F:1][C:2]1[CH:7]=[CH:6][C:5]([S:8]([NH:11][C:12]2[C:17]([C:18]([O:20][CH2:21][C:22]3[CH:23]=[CH:24][CH:25]=[CH:26][CH:27]=3)=[O:19])=[C:16]([CH3:28])[C:15]([CH:29]([OH:31])[CH3:30])=[CH:14][CH:13]=2)(=[O:9])=[O:10])=[CH:4][CH:3]=1. (9) Given the reactants C1C=CC(P(C2C(C3C(P(C4C=CC=CC=4)C4C=CC=CC=4)=CC=C4C=3C=CC=C4)=C3C(C=CC=C3)=CC=2)C2C=CC=CC=2)=CC=1.Br[C:48]1[CH:49]=[C:50]([C:58]([NH:60][C:61]2[CH:62]=[C:63](/[CH:68]=[CH:69]/[C:70]([O:72]CC)=[O:71])[CH:64]=[CH:65][C:66]=2[F:67])=[O:59])[C:51]2[C:56]([CH:57]=1)=[CH:55][CH:54]=[CH:53][CH:52]=2.[NH:75]1[CH2:80][CH2:79][CH2:78][CH2:77][CH2:76]1.CC(C)([O-])C.[K+], predict the reaction product. The product is: [F:67][C:66]1[CH:65]=[CH:64][C:63](/[CH:68]=[CH:69]/[C:70]([OH:72])=[O:71])=[CH:62][C:61]=1[NH:60][C:58]([C:50]1[C:51]2[C:56](=[CH:55][CH:54]=[CH:53][CH:52]=2)[CH:57]=[C:48]([N:75]2[CH2:80][CH2:79][CH2:78][CH2:77][CH2:76]2)[CH:49]=1)=[O:59].